Dataset: Retrosynthesis with 50K atom-mapped reactions and 10 reaction types from USPTO. Task: Predict the reactants needed to synthesize the given product. (1) Given the product CCCCOc1ccc(CCO)cc1Cl, predict the reactants needed to synthesize it. The reactants are: CCCCOc1ccc(CC(=O)OCC)cc1Cl. (2) The reactants are: N#Cc1ccc(NC2CCNCC2)cc1C(F)(F)F.O=C(O)CCCN1CCN(c2ccc(C(F)(F)F)cc2)CC1. Given the product N#Cc1ccc(NC2CCN(C(=O)CCCN3CCN(c4ccc(C(F)(F)F)cc4)CC3)CC2)cc1C(F)(F)F, predict the reactants needed to synthesize it.